From a dataset of Reaction yield outcomes from USPTO patents with 853,638 reactions. Predict the reaction yield, written as a fraction of the theoretical maximum amount of product (1.0 means a 100% yield; for example, 0.34 means a 34% yield). (1) The reactants are CON(C)[C:4]([C:6]1[S:10][C:9]([C:11]2[CH:16]=[CH:15][CH:14]=[CH:13][CH:12]=2)=[N:8][C:7]=1[N:17]1[CH2:22][CH2:21][CH2:20][CH2:19][CH2:18]1)=[O:5].[Li][CH3:25].[Li+].[Br-]. The catalyst is C1COCC1. The product is [C:11]1([C:9]2[S:10][C:6]([C:4](=[O:5])[CH3:25])=[C:7]([N:17]3[CH2:18][CH2:19][CH2:20][CH2:21][CH2:22]3)[N:8]=2)[CH:12]=[CH:13][CH:14]=[CH:15][CH:16]=1. The yield is 0.720. (2) The reactants are C(OC(=O)[NH:7][CH2:8][C:9]1[CH:14]=[C:13]([C:15]#[CH:16])[C:12]([NH:17][S:18]([CH3:21])(=[O:20])=[O:19])=[CH:11][C:10]=1[Cl:22])(C)(C)C. The catalyst is C(Cl)Cl.C(O)(C(F)(F)F)=O. The product is [NH2:7][CH2:8][C:9]1[C:10]([Cl:22])=[CH:11][C:12]([NH:17][S:18]([CH3:21])(=[O:20])=[O:19])=[C:13]([C:15]#[CH:16])[CH:14]=1. The yield is 1.14. (3) The reactants are [C:1]([O:5][C:6]([N:8]1[CH2:14][CH2:13][CH2:12][C:11](=[O:15])[CH2:10][CH2:9]1)=[O:7])([CH3:4])([CH3:3])[CH3:2].[BH4-].[Na+]. The catalyst is CO.C1COCC1. The product is [C:1]([O:5][C:6]([N:8]1[CH2:14][CH2:13][CH2:12][CH:11]([OH:15])[CH2:10][CH2:9]1)=[O:7])([CH3:4])([CH3:2])[CH3:3]. The yield is 0.940. (4) The reactants are [CH2:1]([OH:5])[C:2]#[C:3][CH3:4].[H-].[Na+].F[C:9]1[CH:14]=[CH:13][C:12]([S:15]([N:18]([CH3:26])[CH:19]([CH:23]([CH3:25])[CH3:24])[C:20]([OH:22])=[O:21])(=[O:17])=[O:16])=[CH:11][CH:10]=1.Cl. The catalyst is CN(C=O)C.O. The product is [CH2:1]([O:5][C:9]1[CH:14]=[CH:13][C:12]([S:15]([N:18]([CH3:26])[CH:19]([CH:23]([CH3:24])[CH3:25])[C:20]([OH:22])=[O:21])(=[O:17])=[O:16])=[CH:11][CH:10]=1)[C:2]#[C:3][CH3:4]. The yield is 0.580. (5) The reactants are [F:1][C:2]1[CH:3]=[CH:4][C:5]([CH3:25])=[C:6]([C:8]2[N+:9]([O-])=[CH:10][C:11]3[C:16]([CH:17]=2)=[CH:15][N:14]=[C:13]([NH:18][C:19]([CH:21]2[CH2:23][CH2:22]2)=[O:20])[CH:12]=3)[CH:7]=1.[CH:26]([N:29](CC)C(C)C)(C)C.C[Si](C#N)(C)C. The catalyst is C(#N)C.C(OCC)(=O)C. The product is [C:26]([C:10]1[N:9]=[C:8]([C:6]2[CH:7]=[C:2]([F:1])[CH:3]=[CH:4][C:5]=2[CH3:25])[CH:17]=[C:16]2[C:11]=1[CH:12]=[C:13]([NH:18][C:19]([CH:21]1[CH2:23][CH2:22]1)=[O:20])[N:14]=[CH:15]2)#[N:29]. The yield is 0.200. (6) The reactants are Br[C:2]1[CH:10]=[C:9]([N+:11]([O-])=O)[C:8]([O:14][CH3:15])=[C:7]2[C:3]=1[CH2:4][CH2:5][C:6]2=[CH:16][C:17]#[N:18].C(N(CC)CC)C. The catalyst is C(OCC)(=O)C.[C].[Pd]. The product is [NH2:11][C:9]1[C:8]([O:14][CH3:15])=[C:7]2[C:3]([CH2:4][CH2:5][C:6]2=[CH:16][C:17]#[N:18])=[CH:2][CH:10]=1. The yield is 1.00. (7) The reactants are Br[C:2]1[CH:7]=[CH:6][C:5]([Cl:8])=[C:4]([CH3:9])[C:3]=1[F:10].C([Mg]Cl)(C)C.C(O[B:20]1[O:24][C:23]([CH3:26])([CH3:25])[C:22]([CH3:28])([CH3:27])[O:21]1)(C)C. The catalyst is O1CCCC1. The product is [Cl:8][C:5]1[CH:6]=[CH:7][C:2]([B:20]2[O:24][C:23]([CH3:26])([CH3:25])[C:22]([CH3:28])([CH3:27])[O:21]2)=[C:3]([F:10])[C:4]=1[CH3:9]. The yield is 0.850. (8) The reactants are N[CH2:2][CH2:3][CH2:4][CH2:5][OH:6].[CH:7]1[CH:8]=[CH:9][C:10]([C:29]([OH:31])=[O:30])=[C:11]([C:13]2[C:23]3[CH:24]=[CH:25][C:26]([OH:28])=[CH:27][C:22]=3[O:21][C:20]3[C:14]=2[CH:15]=[CH:16][C:17]([CH:19]=3)=[O:18])[CH:12]=1.CO. The catalyst is C([O-])(O)=O.[Na+].CN(C=O)C.O. The product is [CH:7]1[CH:8]=[CH:9][C:10]([C:29]([OH:31])=[O:30])=[C:11]([C:13]2[C:14]3[CH:15]=[CH:16][C:17]([OH:18])=[CH:19][C:20]=3[O:21][C:22]3[C:23]=2[CH:24]=[CH:25][C:26]([CH:27]=3)=[O:28])[CH:12]=1.[CH3:2][CH2:3][CH2:4][CH2:5][OH:6]. The yield is 0.230. (9) The reactants are [NH2:1][C:2]1[CH:3]=[C:4]([CH:8]=[CH:9][C:10]=1[CH3:11])[C:5]([OH:7])=[O:6].[Br:12]N1C(=O)CCC1=O. The catalyst is CN(C=O)C. The product is [NH2:1][C:2]1[CH:3]=[C:4]([C:8]([Br:12])=[CH:9][C:10]=1[CH3:11])[C:5]([OH:7])=[O:6]. The yield is 0.830.